The task is: Predict the reaction yield, written as a fraction of the theoretical maximum amount of product (1.0 means a 100% yield; for example, 0.34 means a 34% yield).. This data is from Reaction yield outcomes from USPTO patents with 853,638 reactions. The reactants are [F:1][C:2]1[C:7]2[CH:8]=[CH:9][S:10][C:6]=2[C:5]([O:11][CH3:12])=[CH:4][CH:3]=1.C([SiH](CC)CC)C. The catalyst is FC(F)(F)C(O)=O. The product is [F:1][C:2]1[C:7]2[CH2:8][CH2:9][S:10][C:6]=2[C:5]([O:11][CH3:12])=[CH:4][CH:3]=1. The yield is 0.130.